Dataset: Catalyst prediction with 721,799 reactions and 888 catalyst types from USPTO. Task: Predict which catalyst facilitates the given reaction. (1) Reactant: [Br:1][C:2]1[NH:6][C:5]([CH3:7])=[C:4]([C:8]([O:10][CH2:11][CH3:12])=[O:9])[CH:3]=1.[H-].[Na+].C1OCCOCCOCCOCCOC1.Cl.[N:31]1[CH:36]=[CH:35][CH:34]=[C:33]([S:37](Cl)(=[O:39])=[O:38])[CH:32]=1.C(=O)([O-])O.[Na+]. Product: [Br:1][C:2]1[N:6]([S:37]([C:33]2[CH:32]=[N:31][CH:36]=[CH:35][CH:34]=2)(=[O:39])=[O:38])[C:5]([CH3:7])=[C:4]([C:8]([O:10][CH2:11][CH3:12])=[O:9])[CH:3]=1. The catalyst class is: 7. (2) Reactant: [CH2:1]([N:8]1[CH2:13][CH2:12][N:11]([C:14]2[CH:19]=[CH:18][C:17]([C:20](=[O:22])[CH3:21])=[CH:16][CH:15]=2)[CH2:10][CH2:9]1)[C:2]1[CH:7]=[CH:6][CH:5]=[CH:4][CH:3]=1.C([O:27][C:28](=[O:39])/[CH:29]=[CH:30]/[C:31]1[CH:36]=[CH:35][C:34]([CH:37]=O)=[CH:33][N:32]=1)(C)(C)C.[OH-].[K+]. Product: [CH2:1]([N:8]1[CH2:9][CH2:10][N:11]([C:14]2[CH:15]=[CH:16][C:17]([C:20](=[O:22])/[CH:21]=[CH:37]/[C:34]3[CH:35]=[CH:36][C:31](/[CH:30]=[CH:29]/[C:28]([OH:39])=[O:27])=[N:32][CH:33]=3)=[CH:18][CH:19]=2)[CH2:12][CH2:13]1)[C:2]1[CH:3]=[CH:4][CH:5]=[CH:6][CH:7]=1. The catalyst class is: 14. (3) Reactant: COC1C=CC([NH:9][CH2:10][CH2:11][CH2:12][O:13][C:14]2[CH:23]=[CH:22][C:21]3[C:16](=[CH:17][CH:18]=[CH:19][CH:20]=3)[CH:15]=2)=CC=1.C(Br)CC. Product: [CH:15]1[C:16]2[C:21](=[CH:20][CH:19]=[CH:18][CH:17]=2)[CH:22]=[CH:23][C:14]=1[O:13][CH2:12][CH2:11][CH2:10][NH2:9]. The catalyst class is: 21. (4) Reactant: [N+:1]([C:4]1[CH:9]=[CH:8][C:7]([C:10]2[CH:15]=[CH:14][N:13]=[C:12]([C:16]3[CH:21]=[CH:20][C:19]([C:22]([F:25])([F:24])[F:23])=[CH:18][CH:17]=3)[N:11]=2)=[CH:6][CH:5]=1)([O-])=O.[N+](C1C=CC=CC=1)([O-])=O.[H][H]. Product: [F:25][C:22]([F:23])([F:24])[C:19]1[CH:18]=[CH:17][C:16]([C:12]2[N:11]=[C:10]([C:7]3[CH:8]=[CH:9][C:4]([NH2:1])=[CH:5][CH:6]=3)[CH:15]=[CH:14][N:13]=2)=[CH:21][CH:20]=1. The catalyst class is: 579.